Task: Predict which catalyst facilitates the given reaction.. Dataset: Catalyst prediction with 721,799 reactions and 888 catalyst types from USPTO (1) Reactant: [O:1]1[C:5]2[CH:6]=[CH:7][C:8]([NH:10][C:11]3[CH:23]=[C:22]([CH2:24][CH2:25][C:26]4[CH:31]=[CH:30][CH:29]=[CH:28][CH:27]=4)[CH:21]=[CH:20][C:12]=3[C:13]([O:15]C(C)(C)C)=[O:14])=[CH:9][C:4]=2[O:3][CH2:2]1. Product: [O:1]1[C:5]2[CH:6]=[CH:7][C:8]([NH:10][C:11]3[CH:23]=[C:22]([CH2:24][CH2:25][C:26]4[CH:27]=[CH:28][CH:29]=[CH:30][CH:31]=4)[CH:21]=[CH:20][C:12]=3[C:13]([OH:15])=[O:14])=[CH:9][C:4]=2[O:3][CH2:2]1. The catalyst class is: 55. (2) Reactant: [C:1]([C:5]1[N:6]=[C:7]([NH:10][C:11]([C:13]2[CH:31]=[CH:30][N:16]3[C:17](=[O:29])[C:18]([CH:27]=O)=[C:19]([N:21]4[CH2:26][CH2:25][O:24][CH2:23][CH2:22]4)[N:20]=[C:15]3[CH:14]=2)=[O:12])[S:8][CH:9]=1)([CH3:4])([CH3:3])[CH3:2].[Cl-].[Li+].FC(F)(F)COP([CH2:46][C:47]([O:49][CH3:50])=[O:48])(=O)OCC(F)(F)F.N12CCCN=C1CCCCC2. Product: [C:1]([C:5]1[N:6]=[C:7]([NH:10][C:11]([C:13]2[CH:31]=[CH:30][N:16]3[C:17](=[O:29])[C:18](/[CH:27]=[CH:46]/[C:47]([O:49][CH3:50])=[O:48])=[C:19]([N:21]4[CH2:22][CH2:23][O:24][CH2:25][CH2:26]4)[N:20]=[C:15]3[CH:14]=2)=[O:12])[S:8][CH:9]=1)([CH3:4])([CH3:2])[CH3:3]. The catalyst class is: 7. (3) Reactant: C[Si]([N-][Si](C)(C)C)(C)C.[Li+].C[Si]([CH2:15][C:16]([O:18][CH2:19][CH3:20])=[O:17])(C)C.[CH3:21][N:22]1[C:26]([C:27]([C:29]2[CH:34]=[CH:33][C:32]([O:35][CH:36]3[CH2:41][CH2:40][CH2:39][CH2:38][O:37]3)=[CH:31][CH:30]=2)=O)=[CH:25][N:24]=[CH:23]1. Product: [CH3:21][N:22]1[C:26]([C:27]([C:29]2[CH:30]=[CH:31][C:32]([O:35][CH:36]3[CH2:41][CH2:40][CH2:39][CH2:38][O:37]3)=[CH:33][CH:34]=2)=[CH:15][C:16]([O:18][CH2:19][CH3:20])=[O:17])=[CH:25][N:24]=[CH:23]1. The catalyst class is: 1. (4) The catalyst class is: 4. Product: [Br:33][C:8]1[CH:9]=[C:10]([CH:16]2[C:25]3[C:24](=[O:26])[CH2:23][CH:22]([CH2:27][CH2:28][CH3:29])[CH2:21][C:20]=3[NH:19][C:18]([CH3:30])=[C:17]2[C:31]#[N:32])[CH:11]=[C:12]([O:13][CH2:14][CH3:15])[C:7]=1[O:6][CH2:5][CH2:4][CH2:3][CH2:2][NH:1][C:41](=[O:45])[CH:42]([CH3:44])[CH3:43]. Reactant: [NH2:1][CH2:2][CH2:3][CH2:4][CH2:5][O:6][C:7]1[C:12]([O:13][CH2:14][CH3:15])=[CH:11][C:10]([CH:16]2[C:25]3[C:24](=[O:26])[CH2:23][CH:22]([CH2:27][CH2:28][CH3:29])[CH2:21][C:20]=3[NH:19][C:18]([CH3:30])=[C:17]2[C:31]#[N:32])=[CH:9][C:8]=1[Br:33].C(N(CC)CC)C.[C:41](Cl)(=[O:45])[CH:42]([CH3:44])[CH3:43]. (5) Reactant: Cl.C(N=C=NCCCN(C)C)C.[O:13]=[C:14]1[C:18]([C:25]2[CH:30]=[CH:29][CH:28]=[CH:27][CH:26]=2)([C:19]2[CH:24]=[CH:23][CH:22]=[CH:21][CH:20]=2)[CH2:17][CH2:16][N:15]1[CH2:31][C:32]([OH:34])=O.[O:35]1[CH:39]=[CH:38][N:37]=[C:36]1[CH2:40][NH2:41]. Product: [O:35]1[CH:39]=[CH:38][N:37]=[C:36]1[CH2:40][NH:41][C:32](=[O:34])[CH2:31][N:15]1[CH2:16][CH2:17][C:18]([C:25]2[CH:30]=[CH:29][CH:28]=[CH:27][CH:26]=2)([C:19]2[CH:24]=[CH:23][CH:22]=[CH:21][CH:20]=2)[C:14]1=[O:13]. The catalyst class is: 4.